Dataset: Full USPTO retrosynthesis dataset with 1.9M reactions from patents (1976-2016). Task: Predict the reactants needed to synthesize the given product. (1) Given the product [P:1]([O:13][CH2:14][CH2:15][CH2:16][C@H:17]([N:27]([CH3:40])[C:28]([NH:30][CH2:31][C:32]1[CH:37]=[CH:36][CH:35]=[C:34]([F:38])[C:33]=1[F:39])=[O:29])[CH2:18][OH:19])([O:8][C:9]([CH3:10])([CH3:11])[CH3:12])([O:3][C:4]([CH3:7])([CH3:6])[CH3:5])=[O:2], predict the reactants needed to synthesize it. The reactants are: [P:1]([O:13][CH2:14][CH2:15][CH2:16][C@H:17]([N:27]([CH3:40])[C:28]([NH:30][CH2:31][C:32]1[CH:37]=[CH:36][CH:35]=[C:34]([F:38])[C:33]=1[F:39])=[O:29])[CH2:18][O:19][Si](C(C)(C)C)(C)C)([O:8][C:9]([CH3:12])([CH3:11])[CH3:10])([O:3][C:4]([CH3:7])([CH3:6])[CH3:5])=[O:2].CCCC[N+](CCCC)(CCCC)CCCC.[F-]. (2) Given the product [NH2:14][C@@:13]1([C:19]2[CH:24]=[C:23]([Br:25])[C:22]([F:26])=[CH:21][C:20]=2[F:27])[CH2:17][O:18][C@@H:10]([CH2:9][O:8][CH2:1][C:2]2[CH:7]=[CH:6][CH:5]=[CH:4][CH:3]=2)[CH2:11][C@H:12]1[CH2:16][OH:15], predict the reactants needed to synthesize it. The reactants are: [CH2:1]([O:8][CH2:9][C@@H:10]1[O:18][CH2:17][C@:13]2([C:19]3[CH:24]=[C:23]([Br:25])[C:22]([F:26])=[CH:21][C:20]=3[F:27])[NH:14][O:15][CH2:16][C@@H:12]2[CH2:11]1)[C:2]1[CH:7]=[CH:6][CH:5]=[CH:4][CH:3]=1.[I-].[Sm+3].[I-].[I-].O.O.O.O.O.S([O-])([O-])(=O)=S.[Na+].[Na+].